Dataset: Peptide-MHC class II binding affinity with 134,281 pairs from IEDB. Task: Regression. Given a peptide amino acid sequence and an MHC pseudo amino acid sequence, predict their binding affinity value. This is MHC class II binding data. (1) The peptide sequence is FSQPEKEFPQPQ. The MHC is HLA-DQA10501-DQB10201 with pseudo-sequence HLA-DQA10501-DQB10201. The binding affinity (normalized) is 0. (2) The peptide sequence is NSELIRRAKAAESLASD. The MHC is DRB5_0101 with pseudo-sequence DRB5_0101. The binding affinity (normalized) is 0.727. (3) The MHC is DRB1_1101 with pseudo-sequence DRB1_1101. The peptide sequence is NPRQAYANYRDIDLG. The binding affinity (normalized) is 0.0581.